From a dataset of NCI-60 drug combinations with 297,098 pairs across 59 cell lines. Regression. Given two drug SMILES strings and cell line genomic features, predict the synergy score measuring deviation from expected non-interaction effect. (1) Drug 1: CCC1=C2CN3C(=CC4=C(C3=O)COC(=O)C4(CC)O)C2=NC5=C1C=C(C=C5)O. Drug 2: C1CNP(=O)(OC1)N(CCCl)CCCl. Cell line: MDA-MB-435. Synergy scores: CSS=24.6, Synergy_ZIP=-2.98, Synergy_Bliss=-2.13, Synergy_Loewe=-84.4, Synergy_HSA=-0.942. (2) Drug 1: C1=CC(=CC=C1CCC2=CNC3=C2C(=O)NC(=N3)N)C(=O)NC(CCC(=O)O)C(=O)O. Drug 2: CC1CCC2CC(C(=CC=CC=CC(CC(C(=O)C(C(C(=CC(C(=O)CC(OC(=O)C3CCCCN3C(=O)C(=O)C1(O2)O)C(C)CC4CCC(C(C4)OC)O)C)C)O)OC)C)C)C)OC. Cell line: DU-145. Synergy scores: CSS=23.7, Synergy_ZIP=-14.5, Synergy_Bliss=-9.27, Synergy_Loewe=-4.14, Synergy_HSA=-1.90. (3) Drug 1: C1CCN(CC1)CCOC2=CC=C(C=C2)C(=O)C3=C(SC4=C3C=CC(=C4)O)C5=CC=C(C=C5)O. Synergy scores: CSS=6.21, Synergy_ZIP=-3.64, Synergy_Bliss=-1.77, Synergy_Loewe=0.556, Synergy_HSA=0.750. Cell line: UO-31. Drug 2: C1=CN(C=N1)CC(O)(P(=O)(O)O)P(=O)(O)O. (4) Drug 1: C1CN(CCN1C(=O)CCBr)C(=O)CCBr. Drug 2: C1=NNC2=C1C(=O)NC=N2. Cell line: RXF 393. Synergy scores: CSS=4.51, Synergy_ZIP=-2.69, Synergy_Bliss=-1.15, Synergy_Loewe=-5.26, Synergy_HSA=-1.19.